This data is from Full USPTO retrosynthesis dataset with 1.9M reactions from patents (1976-2016). The task is: Predict the reactants needed to synthesize the given product. (1) Given the product [Cl:1][C:2]1[CH:16]=[C:15]([Cl:17])[CH:14]=[CH:13][C:3]=1[O:4][CH:5]([CH3:12])[C:6](=[O:7])[CH2:24][CH2:23][C:22]1[CH:27]=[CH:28][C:19]([F:18])=[CH:20][CH:21]=1, predict the reactants needed to synthesize it. The reactants are: [Cl:1][C:2]1[CH:16]=[C:15]([Cl:17])[CH:14]=[CH:13][C:3]=1[O:4][CH:5]([CH3:12])[C:6](N(OC)C)=[O:7].[F:18][C:19]1[CH:28]=[CH:27][C:22]([CH2:23][CH2:24][Mg]Br)=[CH:21][CH:20]=1. (2) The reactants are: [F:1][C:2]1[CH:7]=[CH:6][CH:5]=[CH:4][C:3]=1[N:8]1[CH:12]=[CH:11][C:10]([NH2:13])=[N:9]1.[F:14]N(S(C1C=CC=CC=1)(=O)=O)S(C1C=CC=CC=1)(=O)=O.CO. Given the product [F:14][C:11]1[C:10]([NH2:13])=[N:9][N:8]([C:3]2[CH:4]=[CH:5][CH:6]=[CH:7][C:2]=2[F:1])[CH:12]=1, predict the reactants needed to synthesize it. (3) Given the product [F:25][C:26]1[CH:27]=[C:28]2[C:32](=[CH:33][CH:34]=1)[NH:31][CH:30]=[C:29]2[C@@H:35]1[CH2:39][CH2:38][C@H:37]([NH:40][CH2:12][C@@H:13]2[O:18][C:17]3[C:19]([O:23][CH3:24])=[CH:20][CH:21]=[CH:22][C:16]=3[O:15][CH2:14]2)[CH2:36]1, predict the reactants needed to synthesize it. The reactants are: CC1C=CC(S(O[CH2:12][C@@H:13]2[O:18][C:17]3[C:19]([O:23][CH3:24])=[CH:20][CH:21]=[CH:22][C:16]=3[O:15][CH2:14]2)(=O)=O)=CC=1.[F:25][C:26]1[CH:27]=[C:28]2[C:32](=[CH:33][CH:34]=1)[NH:31][CH:30]=[C:29]2[C@@H:35]1[CH2:39][CH2:38][C@H:37]([NH2:40])[CH2:36]1.[OH-].[Na+]. (4) Given the product [Cl:30][C:27]1[CH:28]=[CH:29][C:24]([O:23][CH:21]2[CH2:20][N:19]([CH2:18][CH2:17][C@H:14]([NH:11][C:9]([NH:8][C:6]3[S:7][C:3]([CH2:1][CH3:2])=[N:4][N:5]=3)=[O:10])[CH2:15][OH:16])[CH2:22]2)=[CH:25][C:26]=1[F:31], predict the reactants needed to synthesize it. The reactants are: [CH2:1]([C:3]1[S:7][C:6]([NH:8][C:9]([NH2:11])=[O:10])=[N:5][N:4]=1)[CH3:2].Cl.N[C@@H:14]([CH2:17][CH2:18][N:19]1[CH2:22][CH:21]([O:23][C:24]2[CH:29]=[CH:28][C:27]([Cl:30])=[C:26]([F:31])[CH:25]=2)[CH2:20]1)[CH2:15][OH:16].